Dataset: Catalyst prediction with 721,799 reactions and 888 catalyst types from USPTO. Task: Predict which catalyst facilitates the given reaction. (1) Reactant: [C:1]([C:3]1[C:7]([CH3:8])=[C:6]([CH3:9])[S:5][C:4]=1[NH:10][C:11]([NH:13]C(=O)C1C=CC=CC=1)=[S:12])#[N:2].[OH-].[Na+].[CH3:24]I. Product: [CH3:8][C:7]1[C:3]2[C:1]([NH2:2])=[N:13][C:11]([S:12][CH3:24])=[N:10][C:4]=2[S:5][C:6]=1[CH3:9]. The catalyst class is: 8. (2) Reactant: [CH3:1][C:2]1[C:9]2[CH:8]=[CH:7][S:6][C:5]=2[S:4][CH:3]=1.[Br:10]N1C(=O)CCC1=O.C(OOC(=O)C1C=CC=CC=1)(=O)C1C=CC=CC=1. Product: [Br:10][C:3]1[S:4][C:5]2[S:6][CH:7]=[CH:8][C:9]=2[C:2]=1[CH3:1]. The catalyst class is: 53.